From a dataset of Forward reaction prediction with 1.9M reactions from USPTO patents (1976-2016). Predict the product of the given reaction. (1) Given the reactants [ClH:1].[F:2][C:3]1[CH:8]=[CH:7][C:6]([CH2:9][C:10]2[C:19]3[C:14](=[CH:15][CH:16]=[CH:17][CH:18]=3)[C:13](=[O:20])[NH:12][N:11]=2)=[CH:5][C:4]=1[N:21]1[C:25](=[O:26])[CH:24]([CH3:27])[N:23]([CH2:28][CH2:29][N:30]2[CH2:34][CH2:33][CH2:32][CH2:31]2)[C:22]1=[O:35], predict the reaction product. The product is: [ClH:1].[F:2][C:3]1[CH:8]=[CH:7][C:6]([CH2:9][C:10]2[C:19]3[C:14](=[CH:15][CH:16]=[CH:17][CH:18]=3)[C:13](=[O:20])[NH:12][N:11]=2)=[CH:5][C:4]=1[N:21]1[C:25](=[O:26])[CH:24]([CH3:27])[N:23]([CH2:28][CH2:29][N:30]2[CH2:31][CH2:32][CH2:33][CH2:34]2)[C:22]1=[O:35]. (2) Given the reactants [O:1]1[CH:5]=[CH:4][CH:3]=[C:2]1[C:6]1[CH:21]=[C:9]2[N:10]=[C:11]([N:15]3[CH2:20][CH2:19][NH:18][CH2:17][CH2:16]3)[N:12]=[C:13]([NH2:14])[N:8]2[N:7]=1.[Cl:22][C:23]1[C:32]([CH:33]=O)=[CH:31][C:30]2[C:25](=[CH:26][CH:27]=[C:28]([CH3:35])[CH:29]=2)[N:24]=1.C(O[BH-](OC(=O)C)OC(=O)C)(=O)C.[Na+], predict the reaction product. The product is: [Cl:22][C:23]1[C:32]([CH2:33][N:18]2[CH2:17][CH2:16][N:15]([C:11]3[N:12]=[C:13]([NH2:14])[N:8]4[N:7]=[C:6]([C:2]5[O:1][CH:5]=[CH:4][CH:3]=5)[CH:21]=[C:9]4[N:10]=3)[CH2:20][CH2:19]2)=[CH:31][C:30]2[C:25](=[CH:26][CH:27]=[C:28]([CH3:35])[CH:29]=2)[N:24]=1. (3) Given the reactants C([N:8]1[CH2:12][CH2:11][CH:10]([C:13]2[N:18]=[CH:17][C:16]([O:19][CH3:20])=[CH:15][N:14]=2)[CH2:9]1)C1C=CC=CC=1.CCN(CC)CC.C(Cl)(=O)OC(Cl)C, predict the reaction product. The product is: [CH3:20][O:19][C:16]1[CH:17]=[N:18][C:13]([CH:10]2[CH2:11][CH2:12][NH:8][CH2:9]2)=[N:14][CH:15]=1.